This data is from Reaction yield outcomes from USPTO patents with 853,638 reactions. The task is: Predict the reaction yield, written as a fraction of the theoretical maximum amount of product (1.0 means a 100% yield; for example, 0.34 means a 34% yield). (1) The reactants are F[C:2]1[CH:3]=[C:4]([C:9]2[O:13][N:12]=[C:11]([C:14]([N:16]3[CH2:21][C@H:20]([CH2:22][CH:23]([CH3:25])[CH3:24])[NH:19][C:18](=[O:26])[C@@H:17]3[CH2:27][CH:28]([CH3:30])[CH3:29])=[O:15])[CH:10]=2)[CH:5]=[CH:6][C:7]=1F.C([C@@H]1NC[C@H](CC(C)C)NC1=O)C(C)C.[F:46][C:47]([F:64])([F:63])[O:48]C1C=C(C2ON=C(C(O)=O)C=2)C=CC=1. No catalyst specified. The product is [CH2:27]([C@@H:17]1[N:16]([C:14]([C:11]2[CH:10]=[C:9]([C:4]3[CH:5]=[CH:6][CH:7]=[C:2]([O:48][C:47]([F:64])([F:63])[F:46])[CH:3]=3)[O:13][N:12]=2)=[O:15])[CH2:21][C@H:20]([CH2:22][CH:23]([CH3:24])[CH3:25])[NH:19][C:18]1=[O:26])[CH:28]([CH3:30])[CH3:29]. The yield is 0.585. (2) The reactants are [CH:1]1([N:4]([CH:32]2[CH2:34][CH2:33]2)[C:5]([C:7]2[N:29]([CH2:30][CH3:31])[C:10]3=[N:11][C:12]([NH:19][C:20]4[CH:24]=[C:23]([CH:25]=[O:26])[N:22]([CH2:27][CH3:28])[N:21]=4)=[C:13]4[N:17]=[CH:16][N:15]([CH3:18])[C:14]4=[C:9]3[CH:8]=2)=[O:6])[CH2:3][CH2:2]1.[OH:35]OS([O-])=O.[K+].O. The catalyst is CN(C=O)C. The product is [CH:32]1([N:4]([CH:1]2[CH2:2][CH2:3]2)[C:5]([C:7]2[N:29]([CH2:30][CH3:31])[C:10]3=[N:11][C:12]([NH:19][C:20]4[CH:24]=[C:23]([C:25]([OH:35])=[O:26])[N:22]([CH2:27][CH3:28])[N:21]=4)=[C:13]4[N:17]=[CH:16][N:15]([CH3:18])[C:14]4=[C:9]3[CH:8]=2)=[O:6])[CH2:33][CH2:34]1. The yield is 0.980. (3) The yield is 0.770. The product is [CH2:1]([C:3]1[N:4]([C:35]2[CH:36]=[CH:37][C:32]([O:31][CH:28]([CH3:30])[CH3:29])=[CH:33][CH:34]=2)[C:5](=[O:27])[C:6]([CH2:12][C:13]2[CH:18]=[CH:17][C:16]([C:19]3[C:20]([C:25]#[N:26])=[CH:21][CH:22]=[CH:23][CH:24]=3)=[CH:15][CH:14]=2)=[C:7]([CH2:9][CH2:10][CH3:11])[N:8]=1)[CH3:2]. The reactants are [CH2:1]([C:3]1[NH:4][C:5](=[O:27])[C:6]([CH2:12][C:13]2[CH:18]=[CH:17][C:16]([C:19]3[C:20]([C:25]#[N:26])=[CH:21][CH:22]=[CH:23][CH:24]=3)=[CH:15][CH:14]=2)=[C:7]([CH2:9][CH2:10][CH3:11])[N:8]=1)[CH3:2].[CH:28]([O:31][C:32]1[CH:37]=[CH:36][C:35](B(O)O)=[CH:34][CH:33]=1)([CH3:30])[CH3:29].C(N(CC)CC)C.N1C=CC=CC=1. The catalyst is ClCCl.C(OCC)(=O)C.C([O-])(=O)C.[Cu+2].C([O-])(=O)C. (4) The reactants are FC(F)(F)C(O)=O.FC(F)(F)C(O)=O.NC1[N:25]2[CH2:26][CH2:27]N=[C:24]2[C:23]2[CH:22]=CC(O)=C(OC)C=2N=1.C(=O)([O-])[O-].[Cs+].[Cs+].[CH3:38][O:39][C:40]1[C:49]2[N:48]=[C:47]([NH2:50])[N:46]3[CH2:51][CH2:52][N:53]=[C:45]3[C:44]=2[CH:43]=[CH:42][C:41]=1[O:54][CH2:55][C@H:56]1[CH2:58][O:57]1.N1CCCCC1. The catalyst is CN(C=O)C. The product is [OH:57][C@H:56]([CH2:58][N:25]1[CH2:24][CH2:23][CH2:22][CH2:27][CH2:26]1)[CH2:55][O:54][C:41]1[CH:42]=[CH:43][C:44]2[C:45]3[N:46]([CH2:51][CH2:52][N:53]=3)[C:47]([NH2:50])=[N:48][C:49]=2[C:40]=1[O:39][CH3:38]. The yield is 0.790.